From a dataset of Peptide-MHC class I binding affinity with 185,985 pairs from IEDB/IMGT. Regression. Given a peptide amino acid sequence and an MHC pseudo amino acid sequence, predict their binding affinity value. This is MHC class I binding data. The peptide sequence is WMDLLRALI. The MHC is HLA-A01:01 with pseudo-sequence HLA-A01:01. The binding affinity (normalized) is 0.149.